This data is from Catalyst prediction with 721,799 reactions and 888 catalyst types from USPTO. The task is: Predict which catalyst facilitates the given reaction. (1) The catalyst class is: 522. Reactant: C([NH:8][C:9]1[C:35]([CH3:36])=[CH:34][C:12]2[N:13]=[C:14]3[C:19]([N:20]([CH2:21][CH2:22][N:23]4[CH2:28][CH2:27][CH:26]([C:29]([OH:31])=[O:30])[CH2:25][CH2:24]4)[C:11]=2[CH:10]=1)=[N:18][C:17](=[O:32])[NH:16][C:15]3=[O:33])C1C=CC=CC=1.C(O)(=O)C. Product: [C:29]([OH:31])(=[O:30])[CH3:26].[NH2:8][C:9]1[C:35]([CH3:36])=[CH:34][C:12]2[N:13]=[C:14]3[C:19]([N:20]([CH2:21][CH2:22][N:23]4[CH2:28][CH2:27][CH:26]([C:29]([OH:31])=[O:30])[CH2:25][CH2:24]4)[C:11]=2[CH:10]=1)=[N:18][C:17](=[O:32])[NH:16][C:15]3=[O:33]. (2) Reactant: [CH3:1][NH:2][S:3]([C:6]1[CH:11]=[CH:10][C:9]([N+:12]([O-:14])=[O:13])=[CH:8][CH:7]=1)(=[O:5])=[O:4].[Li][CH2:16]CCC.[O:20]1C[CH:21]1[CH2:23][N:24]1[C:30]2[CH:31]=[CH:32][CH:33]=[CH:34][C:29]=2[CH2:28][CH2:27][C:26]2[CH:35]=[CH:36][CH:37]=[CH:38][C:25]1=2. Product: [CH:35]1[C:26]2[CH2:27][CH2:28][C:29]3[CH:34]=[CH:33][CH:32]=[CH:31][C:30]=3[N:24]([CH2:23][CH:21]([OH:20])[CH2:1][N:2]([CH3:16])[S:3]([C:6]3[CH:7]=[CH:8][C:9]([N+:12]([O-:14])=[O:13])=[CH:10][CH:11]=3)(=[O:5])=[O:4])[C:25]=2[CH:38]=[CH:37][CH:36]=1. The catalyst class is: 260. (3) Reactant: [H-].[Na+].[C:3]([C:6]1[CH:11]=[CH:10][CH:9]=[CH:8][CH:7]=1)(=[O:5])[CH3:4].[CH3:12][C:13]1[S:14][CH:15]=[C:16]([C:18](OCC)=[O:19])[N:17]=1.C(O)(=O)C. Product: [CH3:12][C:13]1[S:14][CH:15]=[C:16]([C:18](=[O:19])[CH2:4][C:3]([C:6]2[CH:11]=[CH:10][CH:9]=[CH:8][CH:7]=2)=[O:5])[N:17]=1. The catalyst class is: 20. (4) Reactant: O.[Cl:2][C:3]1[CH:8]=[CH:7][CH:6]=[CH:5][C:4]=1[CH:9]([N:13]1[CH2:18][CH2:17][C:16]2[S:19][CH:20]=[CH:21][C:15]=2[CH2:14]1)[C:10]([OH:12])=[O:11].[NH2:22][C@H:23]([CH2:35][OH:36])[C@@H:24]([C:26]1[CH:31]=[CH:30][C:29]([N+:32]([O-:34])=[O:33])=[CH:28][CH:27]=1)[OH:25].O. Product: [NH2:22][C@H:23]([CH2:35][OH:36])[C@@H:24]([C:26]1[CH:27]=[CH:28][C:29]([N+:32]([O-:34])=[O:33])=[CH:30][CH:31]=1)[OH:25].[Cl:2][C:3]1[CH:8]=[CH:7][CH:6]=[CH:5][C:4]=1[C@H:9]([N:13]1[CH2:18][CH2:17][C:16]2[S:19][CH:20]=[CH:21][C:15]=2[CH2:14]1)[C:10]([OH:12])=[O:11]. The catalyst class is: 5. (5) Reactant: [H-].[Na+].[CH2:3]([O:5][CH:6]([O:8][CH:9]1[CH2:21][CH2:20][C:19]([O:23][CH:24]([O:26][CH2:27][CH3:28])[CH3:25])([CH3:22])[CH:18]([OH:29])[CH:17]=[CH:16][CH:15]([CH3:30])[CH:14](/[C:31](/[CH3:58])=[CH:32]/[CH:33]=[CH:34]/[C:35]([O:52][CH:53]([O:55][CH2:56][CH3:57])[CH3:54])([CH3:51])[CH2:36][CH:37]2[O:50][CH:38]2[CH:39]([CH3:49])[CH:40]([O:43][CH:44]([O:46][CH2:47][CH3:48])[CH3:45])[CH2:41][CH3:42])[O:13][C:11](=[O:12])[CH2:10]1)[CH3:7])[CH3:4].[CH:59]([N:62]=[C:63]=[S:64])([CH3:61])[CH3:60].O. Product: [CH2:3]([O:5][CH:6]([O:8][CH:9]1[CH2:21][CH2:20][C:19]([O:23][CH:24]([O:26][CH2:27][CH3:28])[CH3:25])([CH3:22])[CH:18]([O:29][C:63](=[S:64])[NH:62][CH:59]([CH3:61])[CH3:60])[CH:17]=[CH:16][CH:15]([CH3:30])[CH:14](/[C:31](/[CH3:58])=[CH:32]/[CH:33]=[CH:34]/[C:35]([O:52][CH:53]([O:55][CH2:56][CH3:57])[CH3:54])([CH3:51])[CH2:36][CH:37]2[O:50][CH:38]2[CH:39]([CH3:49])[CH:40]([O:43][CH:44]([O:46][CH2:47][CH3:48])[CH3:45])[CH2:41][CH3:42])[O:13][C:11](=[O:12])[CH2:10]1)[CH3:7])[CH3:4]. The catalyst class is: 54. (6) The catalyst class is: 2. Product: [C:1]([O:5][C:6](=[O:9])[CH2:7]/[N:8]=[CH:11]/[CH2:10][C:12]([CH2:16][CH3:17])([CH3:18])[CH2:13][CH3:14])([CH3:4])([CH3:3])[CH3:2]. Reactant: [C:1]([O:5][C:6](=[O:9])[CH2:7][NH2:8])([CH3:4])([CH3:3])[CH3:2].[CH2:10]([C:12]([CH3:18])([CH2:16][CH3:17])[CH2:13][CH:14]=O)[CH3:11]. (7) Reactant: C([N:8]([CH3:33])[CH:9]1[CH2:15][N:14]([C:16]([O:18][C:19]([CH3:22])([CH3:21])[CH3:20])=[O:17])[CH2:13][CH2:12][N:11]2[C:23](=[O:32])[C:24]([OH:31])=[C:25]([C:27](OC)=[O:28])[N:26]=[C:10]12)C1C=CC=CC=1.Cl.[F:35][C:36]1[CH:43]=[CH:42][C:39]([CH2:40][NH2:41])=[CH:38][C:37]=1[CH3:44]. Product: [F:35][C:36]1[CH:43]=[CH:42][C:39]([CH2:40][NH:41][C:27]([C:25]2[N:26]=[C:10]3[CH:9]([NH:8][CH3:33])[CH2:15][N:14]([C:16]([O:18][C:19]([CH3:20])([CH3:21])[CH3:22])=[O:17])[CH2:13][CH2:12][N:11]3[C:23](=[O:32])[C:24]=2[OH:31])=[O:28])=[CH:38][C:37]=1[CH3:44]. The catalyst class is: 19. (8) Product: [CH3:39][C:15]1[C:14]([NH:13][C:11]([O:10][C@@H:8]([C:3]2[CH:4]=[CH:5][CH:6]=[CH:7][C:2]=2[Sn:41]([CH3:47])([CH3:46])[CH3:40])[CH3:9])=[O:12])=[C:18]([C:19]2[CH:24]=[CH:23][C:22]([C:25]3[CH:30]=[CH:29][C:28]([C:31]4([C:34]([O:36][CH2:37][CH3:38])=[O:35])[CH2:33][CH2:32]4)=[CH:27][CH:26]=3)=[CH:21][CH:20]=2)[O:17][N:16]=1. Reactant: Br[C:2]1[CH:7]=[CH:6][CH:5]=[CH:4][C:3]=1[C@H:8]([O:10][C:11]([NH:13][C:14]1[C:15]([CH3:39])=[N:16][O:17][C:18]=1[C:19]1[CH:24]=[CH:23][C:22]([C:25]2[CH:30]=[CH:29][C:28]([C:31]3([C:34]([O:36][CH2:37][CH3:38])=[O:35])[CH2:33][CH2:32]3)=[CH:27][CH:26]=2)=[CH:21][CH:20]=1)=[O:12])[CH3:9].[CH3:40][Sn:41]([CH3:47])([CH3:46])[Sn:41]([CH3:47])([CH3:46])[CH3:40]. The catalyst class is: 77.